From a dataset of Catalyst prediction with 721,799 reactions and 888 catalyst types from USPTO. Predict which catalyst facilitates the given reaction. (1) Reactant: [CH2:1]([O:8][C:9](=[O:27])[C@H:10]([CH2:19][C:20]1[CH:25]=[CH:24][C:23]([OH:26])=[CH:22][CH:21]=1)[NH:11][C:12]([O:14][C:15]([CH3:18])([CH3:17])[CH3:16])=[O:13])[C:2]1[CH:7]=[CH:6][CH:5]=[CH:4][CH:3]=1.C(=O)([O-])[O-].[Cs+].[Cs+].Cl[CH2:35][C:36]#[N:37]. Product: [CH2:1]([O:8][C:9](=[O:27])[C@@H:10]([NH:11][C:12]([O:14][C:15]([CH3:16])([CH3:18])[CH3:17])=[O:13])[CH2:19][C:20]1[CH:25]=[CH:24][C:23]([O:26][CH2:35][C:36]#[N:37])=[CH:22][CH:21]=1)[C:2]1[CH:7]=[CH:6][CH:5]=[CH:4][CH:3]=1. The catalyst class is: 21. (2) Reactant: [Cl:1][C:2]1[CH:9]=[C:8]([OH:10])[CH:7]=[C:6]([Cl:11])[C:3]=1[CH:4]=[O:5].[C:12](=O)([O-])[O-].[K+].[K+].IC. Product: [Cl:1][C:2]1[CH:9]=[C:8]([O:10][CH3:12])[CH:7]=[C:6]([Cl:11])[C:3]=1[CH:4]=[O:5]. The catalyst class is: 9.